From a dataset of Forward reaction prediction with 1.9M reactions from USPTO patents (1976-2016). Predict the product of the given reaction. (1) Given the reactants [Li+].C[Si]([N-][Si](C)(C)C)(C)C.[Cl-].COC[P+](C1C=CC=CC=1)(C1C=CC=CC=1)C1C=CC=CC=1.[CH2:34]([N:41]1[CH2:46][CH2:45][N:44]([CH2:47][C:48]2[CH:53]=[CH:52][CH:51]=[CH:50][CH:49]=2)[CH2:43][C@@H:42]1CC=O)[C:35]1[CH:40]=[CH:39][CH:38]=[CH:37][CH:36]=1.O.[CH2:58]1[CH2:62][O:61][CH2:60][CH2:59]1, predict the reaction product. The product is: [CH2:34]([N:41]1[CH2:46][CH2:45][N:44]([CH2:47][C:48]2[CH:49]=[CH:50][CH:51]=[CH:52][CH:53]=2)[CH2:43][C@@H:42]1[CH2:58][CH:59]=[CH:60][O:61][CH3:62])[C:35]1[CH:40]=[CH:39][CH:38]=[CH:37][CH:36]=1. (2) Given the reactants [Cl:1][C:2]1[CH:7]=[CH:6][C:5]([CH3:8])=[CH:4][C:3]=1[NH:9][C:10]([CH2:12][CH:13]([C:22]1[C:26]([CH:27]2[CH2:29][CH2:28]2)=[C:25]([CH:30]2[CH2:33][CH:32]([CH2:34][CH:35]([CH3:37])[CH3:36])[CH2:31]2)[O:24][N:23]=1)[CH2:14][C:15]([O:17]C(C)(C)C)=[O:16])=[O:11].C1(C)C=CC=CC=1.FC(F)(F)C(O)=O.[OH-].[Na+], predict the reaction product. The product is: [Cl:1][C:2]1[CH:7]=[CH:6][C:5]([CH3:8])=[CH:4][C:3]=1[NH:9][C:10]([CH2:12][CH:13]([C:22]1[C:26]([CH:27]2[CH2:28][CH2:29]2)=[C:25]([CH:30]2[CH2:31][CH:32]([CH2:34][CH:35]([CH3:37])[CH3:36])[CH2:33]2)[O:24][N:23]=1)[CH2:14][C:15]([OH:17])=[O:16])=[O:11].